This data is from Full USPTO retrosynthesis dataset with 1.9M reactions from patents (1976-2016). The task is: Predict the reactants needed to synthesize the given product. (1) Given the product [CH3:30][C:27]1[N:26]=[C:25]2[C:31]([NH2:32])=[N:20][CH2:23][C:24]2=[CH:29][CH:28]=1, predict the reactants needed to synthesize it. The reactants are: C1(P(C2C=CC=CC=2)C2C=CC=CC=2)C=CC=CC=1.[N:20]([CH2:23][C:24]1[C:25]([C:31]#[N:32])=[N:26][C:27]([CH3:30])=[CH:28][CH:29]=1)=[N+]=[N-].O1CCCC1. (2) Given the product [NH2:41][CH:40]1[CH2:39][CH2:38][N:37]([C:29](=[O:31])[CH2:28][O:27][C:25]2[CH:24]=[CH:23][C:21]3[NH:22][C:17]([C:8]4[C:7](=[O:34])[N:6]([NH:5][CH2:4][CH:1]5[CH2:2][CH2:3]5)[C:15]5[C:10]([C:9]=4[OH:16])=[CH:11][CH:12]=[CH:13][CH:14]=5)=[N:18][S:19](=[O:32])(=[O:33])[C:20]=3[CH:26]=2)[CH2:46]1, predict the reactants needed to synthesize it. The reactants are: [CH:1]1([CH2:4][NH:5][N:6]2[C:15]3[C:10](=[CH:11][CH:12]=[CH:13][CH:14]=3)[C:9]([OH:16])=[C:8]([C:17]3[NH:22][C:21]4[CH:23]=[CH:24][C:25]([O:27][CH2:28][C:29]([OH:31])=O)=[CH:26][C:20]=4[S:19](=[O:33])(=[O:32])[N:18]=3)[C:7]2=[O:34])[CH2:3][CH2:2]1.Cl.C[N:37]([CH3:46])[CH2:38][CH2:39][CH2:40][N:41]=C=NCC.ON1C2C=CC=CC=2N=N1.C(OC(=O)NC1CCNC1)(C)(C)C. (3) Given the product [NH2:1][C:4]1[CH:12]=[C:11]2[C:7]([C:8]([C:13]([OH:15])=[O:14])=[N:9][NH:10]2)=[CH:6][CH:5]=1, predict the reactants needed to synthesize it. The reactants are: [N+:1]([C:4]1[CH:12]=[C:11]2[C:7]([C:8]([C:13]([OH:15])=[O:14])=[N:9][NH:10]2)=[CH:6][CH:5]=1)([O-])=O.